This data is from Full USPTO retrosynthesis dataset with 1.9M reactions from patents (1976-2016). The task is: Predict the reactants needed to synthesize the given product. (1) Given the product [CH3:1][N:2]1[CH:6]=[CH:5][C:4]([NH:7][C:8]([C:10]2[CH:20]=[C:19]([O:21][CH2:22][C:23]3[CH:28]=[CH:27][CH:26]=[CH:25][CH:24]=3)[C:13]3[CH2:14][CH:15]([CH:17]=[O:18])[O:16][C:12]=3[CH:11]=2)=[O:9])=[N:3]1, predict the reactants needed to synthesize it. The reactants are: [CH3:1][N:2]1[CH:6]=[CH:5][C:4]([NH:7][C:8]([C:10]2[CH:20]=[C:19]([O:21][CH2:22][C:23]3[CH:28]=[CH:27][CH:26]=[CH:25][CH:24]=3)[C:13]3[CH2:14][CH:15]([CH2:17][OH:18])[O:16][C:12]=3[CH:11]=2)=[O:9])=[N:3]1.CC(OI1(OC(C)=O)(OC(C)=O)OC(=O)C2C=CC=CC1=2)=O. (2) Given the product [Br:1][C:2]1[CH:3]=[C:4]2[C:9](=[CH:10][CH:11]=1)[C:8]([CH3:15])=[C:7]([OH:13])[CH:6]=[CH:5]2, predict the reactants needed to synthesize it. The reactants are: [Br:1][C:2]1[CH:3]=[C:4]2[C:9](=[CH:10][CH:11]=1)[C:8](Cl)=[C:7]([OH:13])[CH:6]=[CH:5]2.Br[C:15]1C=C2C(=CC=1)C=C(O)C=C2.CNC.C=O. (3) Given the product [Br:1][C:2]1[CH:3]=[C:4]([CH3:31])[CH:5]=[C:6]2[C:11]=1[N:10]=[CH:9][N:8]([N:12]([C:20]1[CH:25]=[C:24]([Cl:26])[CH:23]=[CH:22][C:21]=1[S:27]([CH3:29])(=[O:35])=[O:28])[C:13](=[O:19])[O:14][C:15]([CH3:18])([CH3:17])[CH3:16])[C:7]2=[O:30], predict the reactants needed to synthesize it. The reactants are: [Br:1][C:2]1[CH:3]=[C:4]([CH3:31])[CH:5]=[C:6]2[C:11]=1[N:10]=[CH:9][N:8]([N:12]([C:20]1[CH:25]=[C:24]([Cl:26])[CH:23]=[CH:22][C:21]=1[S:27]([CH3:29])=[O:28])[C:13](=[O:19])[O:14][C:15]([CH3:18])([CH3:17])[CH3:16])[C:7]2=[O:30].C(S(C1C=CC(C#N)=CC=1C)(=O)=[O:35])C. (4) Given the product [CH3:28][C:3]1[N:4]([CH2:25][C:22]2[CH:23]=[CH:24][C:19]([C:18]([O:17][CH3:16])=[O:27])=[CH:20][CH:21]=2)[C:5]2[CH2:6][CH2:7][CH2:8][C:9](=[O:11])[C:10]=2[C:2]=1[CH3:1], predict the reactants needed to synthesize it. The reactants are: [CH3:1][C:2]1[C:10]2[C:9](=[O:11])[CH2:8][C:7](C)(C)[CH2:6][C:5]=2[NH:4][CH:3]=1.[H-].[Na+].[CH3:16][O:17][C:18](=[O:27])[C:19]1[CH:24]=[CH:23][C:22]([CH2:25]Br)=[CH:21][CH:20]=1.[CH3:28]N(C=O)C. (5) The reactants are: [F:1][C:2]1[CH:7]=[CH:6][C:5]([CH2:8][CH2:9][CH2:10][O:11][C:12]2[C:13]([O:25][CH3:26])=[C:14]([C:22](=[O:24])[CH3:23])[C:15]([CH3:21])=[C:16]([CH3:20])[C:17]=2[O:18][CH3:19])=[CH:4][CH:3]=1.B(Cl)(Cl)Cl.Br[CH2:32][CH2:33]Br.[Br-].[NH:36]1[CH2:41]C[O:39][CH2:38][CH2:37]1. Given the product [F:1][C:2]1[CH:3]=[CH:4][C:5]([CH2:8][CH2:9][CH2:10][O:11][C:12]2[C:13]([O:25][CH2:26][CH2:41][N:36]3[CH2:33][CH2:32][O:39][CH2:38][CH2:37]3)=[C:14]([C:22](=[O:24])[CH3:23])[C:15]([CH3:21])=[C:16]([CH3:20])[C:17]=2[O:18][CH3:19])=[CH:6][CH:7]=1, predict the reactants needed to synthesize it. (6) The reactants are: [CH2:1]([N:3]([CH2:9][C:10]1[CH:15]=[C:14]([C:16]([F:19])([F:18])[F:17])[CH:13]=[CH:12][C:11]=1[C:20]1[C:21]([O:32][CH3:33])=[N:22]C=C(C#C[Si](C)(C)C)[CH:25]=1)C(C1CC1)=O)[CH3:2].[O:34]1[CH2:38][CH2:37][CH2:36][CH2:35]1.B.[OH:40]O.[OH-].[Na+].[CH2:44]1[CH2:48][O:47][CH2:46][CH2:45]1. Given the product [CH:37]1([C:38]([N:3]([CH2:9][C:10]2[CH:15]=[C:14]([C:16]([F:19])([F:18])[F:17])[CH:13]=[CH:12][C:11]=2[C:20]2[CH:25]=[C:44]([CH2:45][C:46]([OH:40])=[O:47])[CH:48]=[N:22][C:21]=2[O:32][CH3:33])[CH2:1][CH3:2])=[O:34])[CH2:35][CH2:36]1, predict the reactants needed to synthesize it. (7) Given the product [C:1]([C:3]1[CH:8]=[CH:7][N:6]=[C:5]2[C:9]([C:12]([NH:14][C@H:15]3[CH2:20][CH2:19][CH2:18][CH2:17][C@@H:16]3[OH:21])=[O:13])=[CH:10][N:11]([CH2:23][C:24]3[CH:29]=[CH:28][C:27]([F:30])=[CH:26][CH:25]=3)[C:4]=12)#[N:2], predict the reactants needed to synthesize it. The reactants are: [C:1]([C:3]1[CH:8]=[CH:7][N:6]=[C:5]2[C:9]([C:12]([NH:14][C@H:15]3[CH2:20][CH2:19][CH2:18][CH2:17][C@@H:16]3[OH:21])=[O:13])=[CH:10][NH:11][C:4]=12)#[N:2].Br[CH2:23][C:24]1[CH:29]=[CH:28][C:27]([F:30])=[CH:26][CH:25]=1.C(=O)([O-])[O-].[Cs+].[Cs+].